Dataset: NCI-60 drug combinations with 297,098 pairs across 59 cell lines. Task: Regression. Given two drug SMILES strings and cell line genomic features, predict the synergy score measuring deviation from expected non-interaction effect. (1) Drug 1: CC1OCC2C(O1)C(C(C(O2)OC3C4COC(=O)C4C(C5=CC6=C(C=C35)OCO6)C7=CC(=C(C(=C7)OC)O)OC)O)O. Drug 2: C(CN)CNCCSP(=O)(O)O. Cell line: NCI-H226. Synergy scores: CSS=6.30, Synergy_ZIP=-4.47, Synergy_Bliss=3.01, Synergy_Loewe=-13.2, Synergy_HSA=-4.82. (2) Drug 1: C1CC(=O)NC(=O)C1N2C(=O)C3=CC=CC=C3C2=O. Drug 2: C1C(C(OC1N2C=NC(=NC2=O)N)CO)O. Cell line: T-47D. Synergy scores: CSS=6.62, Synergy_ZIP=-0.219, Synergy_Bliss=0.260, Synergy_Loewe=4.13, Synergy_HSA=1.45. (3) Drug 1: C1=CC(=CC=C1CCC2=CNC3=C2C(=O)NC(=N3)N)C(=O)NC(CCC(=O)O)C(=O)O. Drug 2: C1CN(P(=O)(OC1)NCCCl)CCCl. Cell line: NCI-H226. Synergy scores: CSS=6.97, Synergy_ZIP=-2.83, Synergy_Bliss=2.34, Synergy_Loewe=-3.21, Synergy_HSA=0.572. (4) Drug 1: CNC(=O)C1=CC=CC=C1SC2=CC3=C(C=C2)C(=NN3)C=CC4=CC=CC=N4. Drug 2: CN(CCCl)CCCl.Cl. Cell line: NCI-H322M. Synergy scores: CSS=-3.27, Synergy_ZIP=2.40, Synergy_Bliss=0.247, Synergy_Loewe=-4.24, Synergy_HSA=-3.64. (5) Drug 1: CS(=O)(=O)OCCCCOS(=O)(=O)C. Drug 2: CN(C(=O)NC(C=O)C(C(C(CO)O)O)O)N=O. Cell line: T-47D. Synergy scores: CSS=-3.78, Synergy_ZIP=2.36, Synergy_Bliss=0.232, Synergy_Loewe=-3.52, Synergy_HSA=-4.31. (6) Drug 1: C1=C(C(=O)NC(=O)N1)F. Drug 2: C(CC(=O)O)C(=O)CN.Cl. Cell line: SNB-19. Synergy scores: CSS=30.4, Synergy_ZIP=-2.33, Synergy_Bliss=-2.93, Synergy_Loewe=-6.22, Synergy_HSA=-1.27.